From a dataset of Full USPTO retrosynthesis dataset with 1.9M reactions from patents (1976-2016). Predict the reactants needed to synthesize the given product. (1) Given the product [CH3:8][C:4]1([CH3:9])[O:5][C:6](=[O:7])/[C:2](=[CH:10]/[C:11]([O:13][Si:14]([C:17]([CH3:20])([CH3:19])[CH3:18])([CH3:15])[CH3:16])=[O:12])/[O:3]1, predict the reactants needed to synthesize it. The reactants are: Br[C:2]1([CH2:10][C:11]([O:13][Si:14]([C:17]([CH3:20])([CH3:19])[CH3:18])([CH3:16])[CH3:15])=[O:12])[C:6](=[O:7])[O:5][C:4]([CH3:9])([CH3:8])[O:3]1.CCCCCCC=CCCC. (2) Given the product [ClH:8].[NH2:1][C:2]1[C:7]([Cl:8])=[CH:6][C:5]([C:9](=[O:12])[CH2:10][C:35]2([N:26]3[N:25]=[C:24]([C:18]4[CH:19]=[CH:20][C:21]([O:22][CH3:23])=[C:16]([O:15][CH3:14])[CH:17]=4)[C@@H:33]4[C@@H:28]([CH2:29][CH:30]=[CH:31][CH2:32]4)[C:27]3=[O:34])[CH2:36][CH2:37][NH:38][CH2:39][CH2:40]2)=[CH:4][C:3]=1[Cl:13], predict the reactants needed to synthesize it. The reactants are: [NH2:1][C:2]1[C:7]([Cl:8])=[CH:6][C:5]([C:9](=[O:12])[CH2:10]Br)=[CH:4][C:3]=1[Cl:13].[CH3:14][O:15][C:16]1[CH:17]=[C:18]([C:24]2[C@@H:33]3[C@@H:28]([CH2:29][CH:30]=[CH:31][CH2:32]3)[C:27](=[O:34])[N:26]([CH:35]3[CH2:40][CH2:39][N:38](C4C=CC([N+]([O-])=O)=CC=4)[CH2:37][CH2:36]3)[N:25]=2)[CH:19]=[CH:20][C:21]=1[O:22][CH3:23]. (3) Given the product [C:1]([O:4][CH2:5][C:6]1[C:7]([N:13]2[CH2:25][CH2:24][C:23]3[N:22]4[C:17]([CH2:18][CH2:19][CH2:20][CH2:21]4)=[CH:16][C:15]=3[C:14]2=[O:26])=[N:8][CH:9]=[CH:10][C:11]=1[B:27]([OH:31])[OH:28])(=[O:3])[CH3:2], predict the reactants needed to synthesize it. The reactants are: [C:1]([O:4][CH2:5][C:6]1[C:7]([N:13]2[CH2:25][CH2:24][C:23]3[N:22]4[C:17]([CH2:18][CH2:19][CH2:20][CH2:21]4)=[CH:16][C:15]=3[C:14]2=[O:26])=[N:8][CH:9]=[CH:10][C:11]=1Cl)(=[O:3])[CH3:2].[B:27]1(B2OC(C)(C)C(C)(C)O2)[O:31]C(C)(C)C(C)(C)[O:28]1.C([O-])(=O)C.[K+].